From a dataset of Full USPTO retrosynthesis dataset with 1.9M reactions from patents (1976-2016). Predict the reactants needed to synthesize the given product. (1) Given the product [Br:12][C:13]1[CH:18]=[CH:17][C:16]([C:4]2[CH:5]=[CH:6][CH:7]=[CH:8][C:3]=2[O:2][CH3:1])=[CH:15][N:14]=1, predict the reactants needed to synthesize it. The reactants are: [CH3:1][O:2][C:3]1[CH:8]=[CH:7][CH:6]=[CH:5][C:4]=1B(O)O.[Br:12][C:13]1[CH:18]=[CH:17][C:16](I)=[CH:15][N:14]=1.[O-]P([O-])([O-])=O.[K+].[K+].[K+]. (2) Given the product [CH:4]([S:12]([O-:15])(=[O:13])=[O:14])=[CH:5][C:6]1[CH:11]=[CH:10][CH:9]=[CH:8][CH:7]=1.[Li+:2], predict the reactants needed to synthesize it. The reactants are: O[Li:2].O.[CH:4]([S:12]([OH:15])(=[O:14])=[O:13])=[CH:5][C:6]1[CH:11]=[CH:10][CH:9]=[CH:8][CH:7]=1. (3) Given the product [CH3:12][P:2]([C:3]1[CH:8]=[CH:7][C:6]([NH2:9])=[CH:5][CH:4]=1)([CH3:1])=[O:13], predict the reactants needed to synthesize it. The reactants are: [CH3:1][P:2](=[O:13])([CH3:12])[C:3]1[CH:8]=[CH:7][C:6]([N+:9]([O-])=O)=[CH:5][CH:4]=1. (4) Given the product [NH2:1][C:2]1[N:3]=[CH:4][C:5]([O:8][C:16]2[CH:21]=[CH:20][N:19]=[C:18]([C:22]([NH:24][CH:25]3[CH2:26][CH2:27]3)=[O:23])[CH:17]=2)=[CH:6][CH:7]=1, predict the reactants needed to synthesize it. The reactants are: [NH2:1][C:2]1[CH:7]=[CH:6][C:5]([OH:8])=[CH:4][N:3]=1.CC(C)([O-])C.[K+].Cl[C:16]1[CH:21]=[CH:20][N:19]=[C:18]([C:22]([NH:24][CH:25]2[CH2:27][CH2:26]2)=[O:23])[CH:17]=1. (5) Given the product [Cl:23][CH2:24][C:25]1([CH3:44])[O:29][N:28]=[C:27]([S:30][CH2:31][C:32]2[C:33]([C:40]([F:43])([F:42])[F:41])=[N:34][N:35]([CH2:38][CH3:39])[C:36]=2[O:37][CH2:1][CH3:2])[CH2:26]1, predict the reactants needed to synthesize it. The reactants are: [CH2:1](O)[CH3:2].C1(P(C2C=CC=CC=2)C2C=CC=CC=2)C=CC=CC=1.[Cl:23][CH2:24][C:25]1([CH3:44])[O:29][N:28]=[C:27]([S:30][CH2:31][C:32]2[C:33]([C:40]([F:43])([F:42])[F:41])=[N:34][N:35]([CH2:38][CH3:39])[C:36]=2[OH:37])[CH2:26]1.N(C(OC(C)C)=O)=NC(OC(C)C)=O. (6) Given the product [CH:1]1([C:7]([N:9]2[CH2:15][C:14]3[CH:16]=[C:17]([C:20]([NH:25][OH:26])=[O:22])[CH:18]=[CH:19][C:13]=3[NH:12][C:11](=[O:24])[CH2:10]2)=[O:8])[CH2:2][CH2:3][CH2:4][CH2:5][CH2:6]1, predict the reactants needed to synthesize it. The reactants are: [CH:1]1([C:7]([N:9]2[CH2:15][C:14]3[CH:16]=[C:17]([C:20]([O:22]C)=O)[CH:18]=[CH:19][C:13]=3[NH:12][C:11](=[O:24])[CH2:10]2)=[O:8])[CH2:6][CH2:5][CH2:4][CH2:3][CH2:2]1.[NH2:25][OH:26].[OH-].[Na+]. (7) The reactants are: [CH:1]1([CH2:7][NH:8][C:9]2[CH:18]=[CH:17][C:12]([C:13]([O:15][CH3:16])=[O:14])=[CH:11][C:10]=2[N+:19]([O-])=O)[CH2:6][CH2:5][CH2:4][CH2:3][CH2:2]1. Given the product [NH2:19][C:10]1[CH:11]=[C:12]([CH:17]=[CH:18][C:9]=1[NH:8][CH2:7][CH:1]1[CH2:6][CH2:5][CH2:4][CH2:3][CH2:2]1)[C:13]([O:15][CH3:16])=[O:14], predict the reactants needed to synthesize it.